From a dataset of Forward reaction prediction with 1.9M reactions from USPTO patents (1976-2016). Predict the product of the given reaction. (1) Given the reactants C([O:5][C:6]([N:8]1[CH2:16][C:15]2[C:10](=[CH:11][CH:12]=[CH:13][CH:14]=2)[C@H:9]1[C:17]1[CH:22]=[C:21]([Cl:23])[CH:20]=[CH:19][C:18]=1[O:24][CH2:25][C:26]([O:28][CH2:29][CH3:30])=[O:27])=O)(C)(C)C.[CH3:31][CH2:32]N(CC)CC.C(Cl)(=O)C=C, predict the reaction product. The product is: [CH2:29]([O:28][C:26](=[O:27])[CH2:25][O:24][C:18]1[CH:19]=[CH:20][C:21]([Cl:23])=[CH:22][C:17]=1[CH:9]1[C:10]2[C:15](=[CH:14][CH:13]=[CH:12][CH:11]=2)[CH2:16][N:8]1[C:6](=[O:5])[CH:31]=[CH2:32])[CH3:30]. (2) Given the reactants C[O:2][C:3](=[O:24])[C:4]1[CH:9]=[CH:8][CH:7]=[C:6]([CH2:10][C:11]2[O:12][C:13]([C:16]3[CH:21]=[CH:20][C:19]([C:22]#[N:23])=[CH:18][CH:17]=3)=[N:14][N:15]=2)[CH:5]=1.O.[OH-].[Na+].Cl, predict the reaction product. The product is: [C:22]([C:19]1[CH:18]=[CH:17][C:16]([C:13]2[O:12][C:11]([CH2:10][C:6]3[CH:5]=[C:4]([CH:9]=[CH:8][CH:7]=3)[C:3]([OH:24])=[O:2])=[N:15][N:14]=2)=[CH:21][CH:20]=1)#[N:23]. (3) Given the reactants [C:1]([O:5][C:6]([N:8]([CH2:17][C:18]([O:20][C:21]([CH3:24])([CH3:23])[CH3:22])=[O:19])[C:9]1[CH:14]=[CH:13][CH:12]=[C:11]([CH:15]=O)[N:10]=1)=[O:7])([CH3:4])([CH3:3])[CH3:2].[Cl-].[OH:26][NH3+:27].N1C=CC=CC=1, predict the reaction product. The product is: [C:1]([O:5][C:6]([N:8]([CH2:17][C:18]([O:20][C:21]([CH3:23])([CH3:22])[CH3:24])=[O:19])[C:9]1[CH:14]=[CH:13][CH:12]=[C:11]([CH:15]=[N:27][OH:26])[N:10]=1)=[O:7])([CH3:3])([CH3:4])[CH3:2]. (4) Given the reactants Br[C:2]1[CH:3]=[C:4]2[C:9](=[CH:10][CH:11]=1)[C:8](=[O:12])[NH:7][N:6]=[C:5]2[Cl:13].[Cl:14][C:15]1[CH:22]=[CH:21][CH:20]=[C:19]([O:23][C:24]2[CH:29]=[CH:28][CH:27]=[CH:26][CH:25]=2)[C:16]=1[CH2:17][NH2:18].C1C=CC(P(C2C(C3C(P(C4C=CC=CC=4)C4C=CC=CC=4)=CC=C4C=3C=CC=C4)=C3C(C=CC=C3)=CC=2)C2C=CC=CC=2)=CC=1.CC([O-])(C)C.[Na+], predict the reaction product. The product is: [Cl:13][C:5]1[C:4]2[C:9](=[CH:10][CH:11]=[C:2]([NH:18][CH2:17][C:16]3[C:19]([O:23][C:24]4[CH:25]=[CH:26][CH:27]=[CH:28][CH:29]=4)=[CH:20][CH:21]=[CH:22][C:15]=3[Cl:14])[CH:3]=2)[C:8](=[O:12])[NH:7][N:6]=1. (5) Given the reactants [CH2:1]([O:8][C:9]([N:11]1[CH2:16][CH2:15][C:14]2[NH:17][C:18]([CH:20]([C:22]3[N:23]([CH3:34])[C:24]4[CH:30]=[C:29]([C:31](O)=[O:32])[CH:28]=[CH:27][C:25]=4[N:26]=3)[CH3:21])=[N:19][C:13]=2[CH2:12]1)=[O:10])[C:2]1[CH:7]=[CH:6][CH:5]=[CH:4][CH:3]=1.[NH2:35][CH2:36][CH2:37][O:38][C:39]1[CH:48]=[CH:47][CH:46]=[CH:45][C:40]=1[C:41]([O:43][CH3:44])=[O:42].C1C=CC2N(O)N=NC=2C=1.C(N(CC)C(C)C)(C)C, predict the reaction product. The product is: [CH3:44][O:43][C:41]([C:40]1[CH:45]=[CH:46][CH:47]=[CH:48][C:39]=1[O:38][CH2:37][CH2:36][NH:35][C:31]([C:29]1[CH:28]=[CH:27][C:25]2[N:26]=[C:22]([CH:20]([C:18]3[NH:17][C:14]4[CH2:15][CH2:16][N:11]([C:9]([O:8][CH2:1][C:2]5[CH:7]=[CH:6][CH:5]=[CH:4][CH:3]=5)=[O:10])[CH2:12][C:13]=4[N:19]=3)[CH3:21])[N:23]([CH3:34])[C:24]=2[CH:30]=1)=[O:32])=[O:42]. (6) Given the reactants [CH:1]([C:3]1[CH:8]=[CH:7][C:6]([C:9]2[CH:14]=[CH:13][C:12]([C:15]([O:17][CH3:18])=[O:16])=[CH:11][CH:10]=2)=[C:5]([O:19][CH3:20])[CH:4]=1)=O.[C:21](Br)(Br)([Br:23])[Br:22].C1(P(C2C=CC=CC=2)C2C=CC=CC=2)C=CC=CC=1, predict the reaction product. The product is: [Br:22][C:21]([Br:23])=[CH:1][C:3]1[CH:8]=[CH:7][C:6]([C:9]2[CH:14]=[CH:13][C:12]([C:15]([O:17][CH3:18])=[O:16])=[CH:11][CH:10]=2)=[C:5]([O:19][CH3:20])[CH:4]=1. (7) Given the reactants S(Cl)([Cl:3])=O.[C:5]([O:9][C:10]([C:12]1[C:31]([F:32])=[CH:30][C:15]([O:16][CH2:17][C:18]2([CH3:29])[CH2:21][N:20](C(OC(C)(C)C)=O)[CH2:19]2)=[C:14]([CH:33]2[CH2:35][CH2:34]2)[CH:13]=1)=[O:11])(C)(C)C, predict the reaction product. The product is: [ClH:3].[CH:33]1([C:14]2[C:15]([O:16][CH2:17][C:18]3([CH3:29])[CH2:19][NH:20][CH2:21]3)=[CH:30][C:31]([F:32])=[C:12]([CH:13]=2)[C:10]([O:9][CH3:5])=[O:11])[CH2:34][CH2:35]1. (8) Given the reactants Cl[C:2]1[C:3](=[O:19])[N:4]([CH2:15][CH2:16][O:17][CH3:18])[S:5](=[O:14])(=[O:13])[C:6]=1[C:7]1[CH:12]=[CH:11][CH:10]=[CH:9][CH:8]=1.[NH2:20][C:21]1[CH:22]=[CH:23][C:24]2[O:28][C:27]([C:29](=[O:31])[CH3:30])=[CH:26][C:25]=2[CH:32]=1, predict the reaction product. The product is: [C:29]([C:27]1[O:28][C:24]2[CH:23]=[CH:22][C:21]([NH:20][C:2]3[C:3](=[O:19])[N:4]([CH2:15][CH2:16][O:17][CH3:18])[S:5](=[O:14])(=[O:13])[C:6]=3[C:7]3[CH:12]=[CH:11][CH:10]=[CH:9][CH:8]=3)=[CH:32][C:25]=2[CH:26]=1)(=[O:31])[CH3:30]. (9) Given the reactants N[C:2]1[N:3]=[C:4]([O:11][CH3:12])[C:5]([C:8]([NH2:10])=[O:9])=[N:6][CH:7]=1.N([O-])=O.[Na+].C(Cl)(Cl)Cl.[FH:21].N1C=CC=CC=1, predict the reaction product. The product is: [F:21][C:2]1[N:3]=[C:4]([O:11][CH3:12])[C:5]([C:8]([NH2:10])=[O:9])=[N:6][CH:7]=1. (10) The product is: [CH:13]([C:10]1[CH:11]=[CH:12][C:7]([C:6]([O:5][CH3:4])=[O:18])=[CH:8][C:9]=1[NH2:15])=[O:14]. Given the reactants C(O)C.[CH3:4][O:5][C:6](=[O:18])[C:7]1[CH:12]=[CH:11][C:10]([CH:13]=[O:14])=[C:9]([N+:15]([O-])=O)[CH:8]=1, predict the reaction product.